This data is from Forward reaction prediction with 1.9M reactions from USPTO patents (1976-2016). The task is: Predict the product of the given reaction. (1) Given the reactants [CH2:1]([O:3][C:4]([C:6]1[N:7]=[C:8]([Br:23])[N:9]([CH:20]([CH3:22])[CH3:21])[C:10]=1C(C1C=CC(Cl)=CC=1)O)=[O:5])[CH3:2].[F:24][C:25]1[C:31]([Cl:32])=[CH:30][CH:29]=[CH:28][C:26]=1[NH2:27], predict the reaction product. The product is: [CH2:1]([O:3][C:4]([C:6]1[N:7]=[C:8]([Br:23])[N:9]([CH:20]([CH3:21])[CH3:22])[C:10]=1[N:27]([C:26]1[CH:28]=[CH:29][CH:30]=[C:31]([Cl:32])[C:25]=1[F:24])[C:28]1[CH:26]=[CH:25][C:31]([Cl:32])=[CH:30][CH:29]=1)=[O:5])[CH3:2]. (2) Given the reactants [Br:1]N1C(=O)CCC1=O.C1(P(C2C=CC=CC=2)C2C=CC=CC=2)C=CC=CC=1.[Cl:28][C:29]1[CH:34]=[CH:33][C:32]([CH2:35][O:36][CH2:37][CH2:38]O)=[CH:31][CH:30]=1, predict the reaction product. The product is: [Br:1][CH2:38][CH2:37][O:36][CH2:35][C:32]1[CH:33]=[CH:34][C:29]([Cl:28])=[CH:30][CH:31]=1. (3) Given the reactants [Cl-].[NH4+].Cl.C([N:6]=C=NCCCN(C)C)C.O.ON1C2C=CC=CC=2N=N1.C(N(C(C)C)CC)(C)C.[NH2:35][C:36]1[CH:44]=[CH:43][C:39]([C:40](O)=[O:41])=[C:38]([Cl:45])[CH:37]=1.C(=O)([O-])O.[Na+], predict the reaction product. The product is: [NH2:35][C:36]1[CH:44]=[CH:43][C:39]([C:40]([NH2:6])=[O:41])=[C:38]([Cl:45])[CH:37]=1. (4) The product is: [NH2:17][CH2:18][CH2:19][CH2:2][CH:3]([CH2:7][CH2:8][CH2:9][CH2:10][CH2:11][CH3:12])[C:4]([OH:6])=[O:5]. Given the reactants N[CH2:2][CH:3]([CH2:7][C:8](C)(C)[CH2:9][CH2:10][CH2:11][CH:12](C)C)[C:4]([OH:6])=[O:5].[NH2:17][CH2:18][CH:19](CC(CC)CCCC)C(O)=O.C(C(CCCC)C=O)C, predict the reaction product. (5) Given the reactants Cl[C:2]1[CH:3]=[C:4]([C:14]([NH:16][CH2:17][C:18]2[C:19](=[O:26])[NH:20][C:21]([CH3:25])=[CH:22][C:23]=2[CH3:24])=[O:15])[C:5]2[CH:10]=[N:9][N:8]([CH:11]([CH3:13])[CH3:12])[C:6]=2[N:7]=1.[I-].[Na+].[CH2:29](N(CC)CC)[CH3:30].[CH2:36]1CCN2C(=NCCC2)CC1.C1COCC1.CCO[C:55]([CH3:57])=[O:56], predict the reaction product. The product is: [CH3:24][C:23]1[CH:22]=[C:21]([CH3:25])[NH:20][C:19](=[O:26])[C:18]=1[CH2:17][NH:16][C:14]([C:4]1[C:5]2[CH:10]=[N:9][N:8]([CH:11]([CH3:13])[CH3:12])[C:6]=2[N:7]=[C:2]([C:29]#[C:30][C:55]([OH:56])([CH3:57])[CH3:36])[CH:3]=1)=[O:15].